This data is from Forward reaction prediction with 1.9M reactions from USPTO patents (1976-2016). The task is: Predict the product of the given reaction. (1) Given the reactants [CH2:1]([O:8][CH:9]1[CH2:14][C:13]([F:16])([F:15])[CH2:12][CH2:11][C:10]1=O)[C:2]1[CH:7]=[CH:6][CH:5]=[CH:4][CH:3]=1.[C:18]1([C@@H:24]([NH2:26])[CH3:25])[CH:23]=[CH:22][CH:21]=[CH:20][CH:19]=1.C(O)(=O)C.C(O[BH-](OC(=O)C)OC(=O)C)(=O)C.[Na+], predict the reaction product. The product is: [CH2:1]([O:8][CH:9]1[CH2:14][C:13]([F:16])([F:15])[CH2:12][CH2:11][CH:10]1[NH:26][C@H:24]([C:18]1[CH:23]=[CH:22][CH:21]=[CH:20][CH:19]=1)[CH3:25])[C:2]1[CH:7]=[CH:6][CH:5]=[CH:4][CH:3]=1. (2) The product is: [Cl:1][C:2]1[CH:3]=[C:4]2[C:14](=[CH:15][CH:16]=1)[C:8]1([CH2:13][CH2:12][O:11][CH2:10][CH2:9]1)[C:7](=[O:17])[C:6]([C:18]([NH:41][C@H:40]([C:39]([O:38][C:34]([CH3:37])([CH3:36])[CH3:35])=[O:43])[CH3:42])=[O:19])=[C:5]2[OH:23]. Given the reactants [Cl:1][C:2]1[CH:3]=[C:4]2[C:14](=[CH:15][CH:16]=1)[C:8]1([CH2:13][CH2:12][O:11][CH2:10][CH2:9]1)[C:7](=[O:17])[C:6]([C:18](OCC)=[O:19])=[C:5]2[OH:23].C(N(C(C)C)C(C)C)C.Cl.[C:34]([O:38][C:39](=[O:43])[C@H:40]([CH3:42])[NH2:41])([CH3:37])([CH3:36])[CH3:35], predict the reaction product.